Dataset: Full USPTO retrosynthesis dataset with 1.9M reactions from patents (1976-2016). Task: Predict the reactants needed to synthesize the given product. (1) The reactants are: [OH:1][CH2:2][CH2:3][CH2:4][O:5][C:6]1[CH:15]=[CH:14][C:9]([C:10]([O:12]C)=[O:11])=[CH:8][C:7]=1[CH3:16].[OH-].[Na+]. Given the product [OH:1][CH2:2][CH2:3][CH2:4][O:5][C:6]1[CH:15]=[CH:14][C:9]([C:10]([OH:12])=[O:11])=[CH:8][C:7]=1[CH3:16], predict the reactants needed to synthesize it. (2) Given the product [CH3:23][C:2]1([CH3:1])[C:11]2[C:6](=[C:7]([O:18][CH:19]([CH3:20])[CH3:21])[CH:8]=[C:9]([C:12]#[CH:13])[CH:10]=2)[C:5](=[O:22])[CH2:4][CH2:3]1, predict the reactants needed to synthesize it. The reactants are: [CH3:1][C:2]1([CH3:23])[C:11]2[C:6](=[C:7]([O:18][CH:19]([CH3:21])[CH3:20])[CH:8]=[C:9]([C:12]#[C:13][Si](C)(C)C)[CH:10]=2)[C:5](=[O:22])[CH2:4][CH2:3]1.C(=O)([O-])[O-].[K+].[K+]. (3) Given the product [OH:9][C:3]([C:2]([F:10])([F:11])[F:1])([CH2:13][CH:12]=[O:14])[C:4]([O:6][CH2:7][CH3:8])=[O:5], predict the reactants needed to synthesize it. The reactants are: [F:1][C:2]([F:11])([F:10])[C:3](=[O:9])[C:4]([O:6][CH2:7][CH3:8])=[O:5].[CH:12](=[O:14])[CH3:13].N1CCC[C@H]1C(O)=O.